This data is from Forward reaction prediction with 1.9M reactions from USPTO patents (1976-2016). The task is: Predict the product of the given reaction. (1) Given the reactants [Cl:1][C:2]1[N:3]=[C:4](Cl)[C:5]2[S:10][CH:9]=[C:8]([CH3:11])[C:6]=2[N:7]=1.[CH2:13]([NH2:25])[CH2:14][CH2:15][CH2:16][CH2:17][CH2:18][CH2:19][CH2:20][CH2:21][CH2:22][CH2:23][CH3:24], predict the reaction product. The product is: [Cl:1][C:2]1[N:3]=[C:4]([NH:25][CH2:13][CH2:14][CH2:15][CH2:16][CH2:17][CH2:18][CH2:19][CH2:20][CH2:21][CH2:22][CH2:23][CH3:24])[C:5]2[S:10][CH:9]=[C:8]([CH3:11])[C:6]=2[N:7]=1. (2) Given the reactants [CH3:1][O:2][C:3]1[C:4]([NH2:18])=[N:5][CH:6]=[C:7](B2OC(C)(C)C(C)(C)O2)[CH:8]=1.Br[C:20]1[N:21]=[C:22]([N:34]2[CH2:39][CH2:38][NH:37][CH2:36][CH2:35]2)[N:23]([CH2:26][O:27][CH2:28][CH2:29][Si:30]([CH3:33])([CH3:32])[CH3:31])[C:24]=1[Br:25], predict the reaction product. The product is: [Br:25][C:24]1[N:23]([CH2:26][O:27][CH2:28][CH2:29][Si:30]([CH3:33])([CH3:32])[CH3:31])[C:22]([N:34]2[CH2:35][CH2:36][NH:37][CH2:38][CH2:39]2)=[N:21][C:20]=1[C:7]1[CH:8]=[C:3]([O:2][CH3:1])[C:4]([NH2:18])=[N:5][CH:6]=1. (3) Given the reactants [F:1][C:2]([F:24])([F:23])[CH:3]([C:14]1[CH:19]=[C:18]([Cl:20])[C:17]([Cl:21])=[C:16]([Cl:22])[CH:15]=1)/[CH:4]=[CH:5]/[C:6]1[CH:11]=[CH:10][C:9]([O:12][NH2:13])=[CH:8][CH:7]=1.CCN=C=NCCCN(C)C.Cl.C1C=CC2N(O)N=NC=2C=1.CCN(C(C)C)C(C)C.[CH:56]1([C:59](O)=[O:60])[CH2:58][CH2:57]1, predict the reaction product. The product is: [F:24][C:2]([F:1])([F:23])[CH:3]([C:14]1[CH:15]=[C:16]([Cl:22])[C:17]([Cl:21])=[C:18]([Cl:20])[CH:19]=1)/[CH:4]=[CH:5]/[C:6]1[CH:11]=[CH:10][C:9]([O:12][NH:13][C:59]([CH:56]2[CH2:58][CH2:57]2)=[O:60])=[CH:8][CH:7]=1. (4) Given the reactants [Br:1][C:2]1[S:6][CH:5]=[C:4]([C:7]([N:9]2[CH2:14][CH2:13][CH2:12][CH2:11][CH2:10]2)=O)[CH:3]=1.[BH4-].C([N+](CCCC)(CCCC)CCCC)CCC, predict the reaction product. The product is: [Br:1][C:2]1[S:6][CH:5]=[C:4]([CH2:7][N:9]2[CH2:10][CH2:11][CH2:12][CH2:13][CH2:14]2)[CH:3]=1. (5) Given the reactants [N:1](OC(C)(C)C)=[O:2].Cl.O1CCOCC1.[F:15][C:16]1[CH:17]=[CH:18][C:19]2[C:28]([OH:29])=[CH:27][C:26]3[N:25]=[CH:24][N:23]=[C:22]([O:30][CH3:31])[C:21]=3[C:20]=2[CH:32]=1, predict the reaction product. The product is: [F:15][C:16]1[CH:17]=[CH:18][C:19]2[C:28](=[O:29])[C:27](=[N:1][OH:2])[C:26]3[N:25]=[CH:24][N:23]=[C:22]([O:30][CH3:31])[C:21]=3[C:20]=2[CH:32]=1. (6) Given the reactants [O:1]1[C:5]2[CH:6]=[CH:7][C:8]([C:10]3([C:13]([NH:15][C:16]4[N:21]=[C:20]([C:22]5[CH:27]=[CH:26][C:25]([S:28](Cl)(=[O:30])=[O:29])=[CH:24][CH:23]=5)[CH:19]=[CH:18][CH:17]=4)=[O:14])[CH2:12][CH2:11]3)=[CH:9][C:4]=2[O:3][CH2:2]1.[CH3:32][CH:33]1[CH2:37][CH2:36][CH2:35][NH:34]1, predict the reaction product. The product is: [O:1]1[C:5]2[CH:6]=[CH:7][C:8]([C:10]3([C:13]([NH:15][C:16]4[CH:17]=[CH:18][CH:19]=[C:20]([C:22]5[CH:27]=[CH:26][C:25]([S:28]([N:34]6[CH2:35][CH2:36][CH2:37][CH:33]6[CH3:32])(=[O:30])=[O:29])=[CH:24][CH:23]=5)[N:21]=4)=[O:14])[CH2:12][CH2:11]3)=[CH:9][C:4]=2[O:3][CH2:2]1. (7) Given the reactants [Cl:1][C:2]1[CH:22]=[CH:21][CH:20]=[CH:19][C:3]=1[C:4]([NH:6][CH:7]1[C:15]2[C:10](=[CH:11][CH:12]=[C:13]([C:16]([OH:18])=O)[CH:14]=2)[CH2:9][CH2:8]1)=[O:5].CN(C(ON1N=NC2C=CC=NC1=2)=[N+](C)C)C.F[P-](F)(F)(F)(F)F.CCN(C(C)C)C(C)C.[F:56][C:57]([F:71])([F:70])[C:58]([N:60]1[CH2:69][CH2:68][C:63]2([CH2:67][NH:66][CH2:65][CH2:64]2)[CH2:62][CH2:61]1)=[O:59], predict the reaction product. The product is: [Cl:1][C:2]1[CH:22]=[CH:21][CH:20]=[CH:19][C:3]=1[C:4]([NH:6][CH:7]1[C:15]2[C:10](=[CH:11][CH:12]=[C:13]([C:16]([N:66]3[CH2:65][CH2:64][C:63]4([CH2:62][CH2:61][N:60]([C:58](=[O:59])[C:57]([F:70])([F:71])[F:56])[CH2:69][CH2:68]4)[CH2:67]3)=[O:18])[CH:14]=2)[CH2:9][CH2:8]1)=[O:5].